This data is from Full USPTO retrosynthesis dataset with 1.9M reactions from patents (1976-2016). The task is: Predict the reactants needed to synthesize the given product. (1) Given the product [C:25]([OH:32])(=[O:31])/[CH:26]=[CH:27]/[C:28]([OH:30])=[O:29].[N:1]12[CH2:8][CH2:7][CH:4]([CH2:5][CH2:6]1)[C@@H:3]([O:9][C:10]1[CH:11]=[CH:12][C:13]([C:16]3[CH:17]=[C:18]4[C:22](=[CH:23][CH:24]=3)[NH:21][CH:20]=[CH:19]4)=[CH:14][CH:15]=1)[CH2:2]2, predict the reactants needed to synthesize it. The reactants are: [N:1]12[CH2:8][CH2:7][CH:4]([CH2:5][CH2:6]1)[C@@H:3]([O:9][C:10]1[CH:15]=[CH:14][C:13]([C:16]3[CH:17]=[C:18]4[C:22](=[CH:23][CH:24]=3)[NH:21][CH:20]=[CH:19]4)=[CH:12][CH:11]=1)[CH2:2]2.[C:25]([OH:32])(=[O:31])/[CH:26]=[CH:27]/[C:28]([OH:30])=[O:29]. (2) Given the product [NH2:7][CH2:8][C:9]1[CH:14]=[C:13]([CH:15]=[CH2:16])[C:12]([NH:17][S:18]([CH3:21])(=[O:20])=[O:19])=[C:11]([CH3:22])[CH:10]=1, predict the reactants needed to synthesize it. The reactants are: C(OC(=O)[NH:7][CH2:8][C:9]1[CH:14]=[C:13]([CH:15]=[CH2:16])[C:12]([NH:17][S:18]([CH3:21])(=[O:20])=[O:19])=[C:11]([CH3:22])[CH:10]=1)(C)(C)C. (3) Given the product [NH2:36][C:32]([CH3:33])([CH3:31])[C:34]#[C:35][C:2]1[CH:11]=[C:10]2[C:5]([CH:6]=[C:7]([CH3:30])[C:8]([CH:19]([O:25][C:26]([CH3:28])([CH3:29])[CH3:27])[C:20]([OH:22])=[O:21])=[C:9]2[C:12]2[CH:13]=[CH:14][C:15]([Cl:18])=[CH:16][CH:17]=2)=[CH:4][CH:3]=1, predict the reactants needed to synthesize it. The reactants are: Br[C:2]1[CH:11]=[C:10]2[C:5]([CH:6]=[C:7]([CH3:30])[C:8]([CH:19]([O:25][C:26]([CH3:29])([CH3:28])[CH3:27])[C:20]([O:22]CC)=[O:21])=[C:9]2[C:12]2[CH:17]=[CH:16][C:15]([Cl:18])=[CH:14][CH:13]=2)=[CH:4][CH:3]=1.[CH3:31][C:32]([NH2:36])([C:34]#[CH:35])[CH3:33]. (4) The reactants are: O[CH2:2][C:3]1[CH:8]=[CH:7][C:6]([S:9]([CH3:37])(=[O:36])=[N:10][C:11](=[O:35])[C:12]2[CH:17]=[C:16]([C:18]#[C:19][C:20]3[CH:25]=[CH:24][CH:23]=[C:22]([NH:26][C:27]([C:29]4[O:30][CH:31]=[CH:32][C:33]=4[CH3:34])=[O:28])[CH:21]=3)[CH:15]=[N:14][CH:13]=2)=[CH:5][CH:4]=1.C(Br)(Br)(Br)[Br:39].C1C=CC(P(C2C=CC=CC=2)C2C=CC=CC=2)=CC=1. Given the product [Br:39][CH2:2][C:3]1[CH:8]=[CH:7][C:6]([S:9]([CH3:37])(=[O:36])=[N:10][C:11](=[O:35])[C:12]2[CH:17]=[C:16]([C:18]#[C:19][C:20]3[CH:25]=[CH:24][CH:23]=[C:22]([NH:26][C:27]([C:29]4[O:30][CH:31]=[CH:32][C:33]=4[CH3:34])=[O:28])[CH:21]=3)[CH:15]=[N:14][CH:13]=2)=[CH:5][CH:4]=1, predict the reactants needed to synthesize it. (5) Given the product [F:25][C:5]1[CH:4]=[CH:3][C:2]([NH:1][CH:26]=[O:27])=[CH:7][C:6]=1[C:8]1[N:9]=[C:10]2[N:15]=[CH:14][C:13]([NH:16][C:17](=[O:23])[O:18][C:19]([CH3:21])([CH3:22])[CH3:20])=[CH:12][N:11]2[CH:24]=1, predict the reactants needed to synthesize it. The reactants are: [NH2:1][C:2]1[CH:3]=[CH:4][C:5]([F:25])=[C:6]([C:8]2[N:9]=[C:10]3[N:15]=[CH:14][C:13]([NH:16][C:17](=[O:23])[O:18][C:19]([CH3:22])([CH3:21])[CH3:20])=[CH:12][N:11]3[CH:24]=2)[CH:7]=1.[CH:26]([O-])=[O:27].[NH4+].C(#N)C.CS(C)=O. (6) Given the product [CH2:18]([N:15]1[C:16]2[CH:17]=[C:9]3[N:8]=[C:7]([C:3]4[C:2]([NH:1][C:30]([N:24]5[CH2:29][CH2:28][CH2:27][CH2:26][CH2:25]5)=[O:31])=[CH:6][NH:5][N:4]=4)[NH:23][C:10]3=[CH:11][C:12]=2[C:13]([CH3:22])([CH3:21])[C:14]1=[O:20])[CH3:19], predict the reactants needed to synthesize it. The reactants are: [NH2:1][C:2]1[C:3]([C:7]2[NH:23][C:10]3=[CH:11][C:12]4[C:13]([CH3:22])([CH3:21])[C:14](=[O:20])[N:15]([CH2:18][CH3:19])[C:16]=4[CH:17]=[C:9]3[N:8]=2)=[N:4][NH:5][CH:6]=1.[N:24]1([C:30](Cl)=[O:31])[CH2:29][CH2:28][CH2:27][CH2:26][CH2:25]1. (7) The reactants are: [Cl:1][C:2]1[CH:3]=[C:4]([NH:9][C:10]([NH:12][C:13](=[O:26])[CH2:14][N:15]2[C:23](=[O:24])[C:22]3[C:17](=[CH:18][CH:19]=[CH:20][CH:21]=3)[C:16]2=[O:25])=[S:11])[CH:5]=[C:6]([Cl:8])[CH:7]=1.I[CH2:28]I.C(N(CC)CC)C. Given the product [Cl:8][C:6]1[CH:5]=[C:4]([N:9]=[C:10]2[N:12]([C:13](=[O:26])[CH2:14][N:15]3[C:16](=[O:25])[C:17]4[C:22](=[CH:21][CH:20]=[CH:19][CH:18]=4)[C:23]3=[O:24])[CH2:28][S:11]2)[CH:3]=[C:2]([Cl:1])[CH:7]=1, predict the reactants needed to synthesize it. (8) Given the product [CH3:1][O:2][C:3]1[CH:8]=[C:7]([CH:6]=[CH:5][N:4]=1)[CH:9]=[O:10], predict the reactants needed to synthesize it. The reactants are: [CH3:1][O:2][C:3]1[CH:8]=[C:7]([CH2:9][OH:10])[CH:6]=[CH:5][N:4]=1. (9) The reactants are: [O:1]=[C:2]1[C:11]2[NH:12][CH:13]=[C:14]([C:15]([OH:17])=O)[C:10]=2[C:9]2[CH:8]=[CH:7][CH:6]=[CH:5][C:4]=2[NH:3]1.[OH:18][CH2:19][CH2:20][CH2:21][NH2:22]. Given the product [OH:18][CH2:19][CH2:20][CH2:21][NH:22][C:15]([C:14]1[C:10]2[C:9]3[CH:8]=[CH:7][CH:6]=[CH:5][C:4]=3[NH:3][C:2](=[O:1])[C:11]=2[NH:12][CH:13]=1)=[O:17], predict the reactants needed to synthesize it.